Dataset: Forward reaction prediction with 1.9M reactions from USPTO patents (1976-2016). Task: Predict the product of the given reaction. Given the reactants [Br:1][C:2]1[C:3](Cl)=[C:4]([Cl:9])[C:5]([NH2:8])=[N:6][CH:7]=1.[C:11]([CH:13]1[CH2:18][CH2:17][NH:16][CH2:15][CH2:14]1)#[N:12], predict the reaction product. The product is: [NH2:8][C:5]1[C:4]([Cl:9])=[C:3]([N:16]2[CH2:17][CH2:18][CH:13]([C:11]#[N:12])[CH2:14][CH2:15]2)[C:2]([Br:1])=[CH:7][N:6]=1.